Dataset: Catalyst prediction with 721,799 reactions and 888 catalyst types from USPTO. Task: Predict which catalyst facilitates the given reaction. Reactant: Br[C:2]1[CH:7]=[CH:6][C:5]([CH:8]([F:10])[F:9])=[CH:4][CH:3]=1.[CH3:11][C:12]1([CH3:28])[C:16]([CH3:18])([CH3:17])[O:15][B:14]([B:14]2[O:15][C:16]([CH3:18])([CH3:17])[C:12]([CH3:28])([CH3:11])[O:13]2)[O:13]1.C([O-])(=O)C.[K+]. Product: [F:9][CH:8]([F:10])[C:5]1[CH:6]=[CH:7][C:2]([B:14]2[O:15][C:16]([CH3:18])([CH3:17])[C:12]([CH3:28])([CH3:11])[O:13]2)=[CH:3][CH:4]=1. The catalyst class is: 75.